From a dataset of Catalyst prediction with 721,799 reactions and 888 catalyst types from USPTO. Predict which catalyst facilitates the given reaction. (1) Reactant: [Cl:1][C:2]1[CH:3]=[C:4]([C:9]2([C:27]([F:30])([F:29])[F:28])[O:13][N:12]=[C:11]([C:14]3[CH:19]=[CH:18][C:17]([C:20](=O)[CH2:21][CH:22]([CH3:24])[CH3:23])=[C:16]([CH3:26])[CH:15]=3)[CH2:10]2)[CH:5]=[C:6]([Cl:8])[CH:7]=1.Cl.[NH2:32][OH:33].Cl. Product: [Cl:1][C:2]1[CH:3]=[C:4]([C:9]2([C:27]([F:30])([F:29])[F:28])[O:13][N:12]=[C:11]([C:14]3[CH:19]=[CH:18][C:17]([C:20](=[N:32][OH:33])[CH2:21][CH:22]([CH3:24])[CH3:23])=[C:16]([CH3:26])[CH:15]=3)[CH2:10]2)[CH:5]=[C:6]([Cl:8])[CH:7]=1. The catalyst class is: 5. (2) Reactant: [Na].[C:2]([C:4]([C:11]#[N:12])=[C:5]([NH:8][C:9]#[N:10])[S:6][CH3:7])#[N:3].[BrH:13]. Product: [NH2:10][C:9]1[N:3]=[C:2]([Br:13])[C:4]([C:11]#[N:12])=[C:5]([S:6][CH3:7])[N:8]=1. The catalyst class is: 15. (3) Reactant: O[CH2:2][C:3]1[S:7][C:6]([NH:8][C:9](=[O:11])[CH3:10])=[N:5][CH:4]=1.S(Cl)([Cl:14])=O. Product: [Cl:14][CH2:2][C:3]1[S:7][C:6]([NH:8][C:9](=[O:11])[CH3:10])=[N:5][CH:4]=1. The catalyst class is: 2. (4) Reactant: Br.Br[CH:3]1[C:8]([C:9]2[C:14]([O:15][CH3:16])=[CH:13][C:12]([O:17][CH3:18])=[CH:11][C:10]=2[O:19][CH3:20])=[CH:7][CH2:6][N:5]([CH3:21])[CH2:4]1.C([O:26]C)(C)(C)C.ClCCl. Product: [OH:26][CH:3]1[C:8]([C:9]2[C:14]([O:15][CH3:16])=[CH:13][C:12]([O:17][CH3:18])=[CH:11][C:10]=2[O:19][CH3:20])=[CH:7][CH2:6][N:5]([CH3:21])[CH2:4]1. The catalyst class is: 6.